From a dataset of Full USPTO retrosynthesis dataset with 1.9M reactions from patents (1976-2016). Predict the reactants needed to synthesize the given product. (1) The reactants are: C(O[C:4]([C:6]1[N:7]=[N:8][C:9]([O:12][CH2:13][C:14]2[C:15]([C:20]3[CH:25]=[CH:24][N:23]=[CH:22][CH:21]=3)=[N:16][O:17][C:18]=2[CH3:19])=[CH:10][CH:11]=1)=[O:5])C.[NH2:26][CH:27]1[CH2:32][CH2:31][O:30][CH2:29][CH2:28]1. Given the product [O:30]1[CH2:31][CH2:32][CH:27]([NH:26][C:4]([C:6]2[N:7]=[N:8][C:9]([O:12][CH2:13][C:14]3[C:15]([C:20]4[CH:25]=[CH:24][N:23]=[CH:22][CH:21]=4)=[N:16][O:17][C:18]=3[CH3:19])=[CH:10][CH:11]=2)=[O:5])[CH2:28][CH2:29]1, predict the reactants needed to synthesize it. (2) Given the product [CH:20]([C:23]1[CH:24]=[C:25]([NH:29][C:11](=[O:13])/[CH:10]=[CH:9]/[C:5]2[CH:6]=[CH:7][CH:8]=[C:3]([O:2][CH3:1])[CH:4]=2)[CH:26]=[CH:27][CH:28]=1)([CH3:22])[CH3:21], predict the reactants needed to synthesize it. The reactants are: [CH3:1][O:2][C:3]1[CH:4]=[C:5](/[CH:9]=[CH:10]/[C:11]([OH:13])=O)[CH:6]=[CH:7][CH:8]=1.C(Cl)(=O)C(Cl)=O.[CH:20]([C:23]1[CH:24]=[C:25]([NH2:29])[CH:26]=[CH:27][CH:28]=1)([CH3:22])[CH3:21]. (3) Given the product [CH3:1][C:2]1[C:7]([C:8]([O:10][CH3:11])=[O:9])=[CH:6][C:5]([C:12]2[CH:13]=[CH:14][C:15](=[O:21])[N:16]([CH:18]([CH3:20])[CH3:19])[N:17]=2)=[C:4]([C:22]2[CH:23]=[CH:24][CH:25]=[CH:26][CH:27]=2)[N:3]=1, predict the reactants needed to synthesize it. The reactants are: [CH3:1][C:2]1[NH:3][C:4]([C:22]2[CH:27]=[CH:26][CH:25]=[CH:24][CH:23]=2)=[C:5]([C:12]2[CH:13]=[CH:14][C:15](=[O:21])[N:16]([CH:18]([CH3:20])[CH3:19])[N:17]=2)[CH2:6][C:7]=1[C:8]([O:10][CH3:11])=[O:9]. (4) Given the product [Cl:1][C:2]1[CH:7]=[C:6]([N+:8]([O-:10])=[O:9])[CH:5]=[C:4]([Cl:11])[C:3]=1[C:17]1[CH:18]=[CH:19][C:14]([F:13])=[CH:15][CH:16]=1, predict the reactants needed to synthesize it. The reactants are: [Cl:1][C:2]1[CH:7]=[C:6]([N+:8]([O-:10])=[O:9])[CH:5]=[C:4]([Cl:11])[C:3]=1I.[F:13][C:14]1[CH:19]=[CH:18][C:17](B(O)O)=[CH:16][CH:15]=1.C(=O)([O-])[O-].[Na+].[Na+]. (5) Given the product [F:1][C:2]1[CH:7]=[CH:6][C:5]([CH:8]([O:15][C:16]2[CH:38]=[CH:37][C:19]([C:20]([NH:22][CH:23]([CH2:31][CH2:32][S:33]([CH3:36])(=[O:34])=[O:35])[C:24]([OH:26])=[O:25])=[O:21])=[C:18]([C:39]3[CH:40]=[CH:41][C:42]([F:45])=[CH:43][CH:44]=3)[CH:17]=2)[CH2:9][N:10]2[CH:14]=[CH:13][N:12]=[CH:11]2)=[CH:4][CH:3]=1, predict the reactants needed to synthesize it. The reactants are: [F:1][C:2]1[CH:7]=[CH:6][C:5]([CH:8]([O:15][C:16]2[CH:38]=[CH:37][C:19]([C:20]([NH:22][C@@H:23]([CH2:31][CH2:32][S:33]([CH3:36])(=[O:35])=[O:34])[C:24]([O:26]C(C)(C)C)=[O:25])=[O:21])=[C:18]([C:39]3[CH:44]=[CH:43][C:42]([F:45])=[CH:41][CH:40]=3)[CH:17]=2)[CH2:9][N:10]2[CH:14]=[CH:13][N:12]=[CH:11]2)=[CH:4][CH:3]=1. (6) Given the product [CH2:8]([NH:15][C:2]([CH3:7])([CH3:1])[CH2:3][C:4]([OH:6])=[O:5])[C:9]1[CH:14]=[CH:13][CH:12]=[CH:11][CH:10]=1, predict the reactants needed to synthesize it. The reactants are: [CH3:1][C:2]([CH3:7])=[CH:3][C:4]([OH:6])=[O:5].[CH2:8]([NH2:15])[C:9]1[CH:14]=[CH:13][CH:12]=[CH:11][CH:10]=1.CC(C)=O. (7) Given the product [Cl:22][CH2:23][CH2:24][CH2:25][CH2:26][CH:27]([C:28]1[NH:60][N:59]=[C:18]([NH:17][C:4]2[CH:5]=[C:6]([O:15][CH3:16])[C:7]([N:9]3[CH:13]=[N:12][C:11]([CH3:14])=[N:10]3)=[CH:8][C:3]=2[F:2])[N:19]=1)[C:31]1[CH:36]=[CH:35][C:34]([O:37][CH2:38][C:39]([F:40])([F:41])[F:42])=[CH:33][CH:32]=1, predict the reactants needed to synthesize it. The reactants are: I.[F:2][C:3]1[CH:8]=[C:7]([N:9]2[CH:13]=[N:12][C:11]([CH3:14])=[N:10]2)[C:6]([O:15][CH3:16])=[CH:5][C:4]=1[NH:17][C:18](SC)=[NH:19].[Cl:22][CH2:23][CH2:24][CH2:25][CH2:26][CH:27]([C:31]1[CH:36]=[CH:35][C:34]([O:37][CH2:38][C:39]([F:42])([F:41])[F:40])=[CH:33][CH:32]=1)[C:28](O)=O.CN1CCOCC1.C(N(CC)C(C)C)(C)C.[NH2:59][NH2:60]. (8) Given the product [C:1]([O:4][CH2:5][CH2:6][CH2:7][N:8]1[C:13](=[O:14])[C:12]2[N:15]([CH3:30])[C:16]([C:19]3[CH:24]=[CH:23][CH:22]=[C:21]([O:25][C:26]([F:29])([F:28])[F:27])[CH:20]=3)=[C:17]([CH3:33])[C:11]=2[N:10]([CH3:31])[C:9]1=[O:32])(=[O:3])[CH3:2], predict the reactants needed to synthesize it. The reactants are: [C:1]([O:4][CH2:5][CH2:6][CH2:7][N:8]1[C:13](=[O:14])[C:12]2[N:15]([CH3:30])[C:16]([C:19]3[CH:24]=[CH:23][CH:22]=[C:21]([O:25][C:26]([F:29])([F:28])[F:27])[CH:20]=3)=[C:17](Br)[C:11]=2[N:10]([CH3:31])[C:9]1=[O:32])(=[O:3])[CH3:2].[CH3:33][Sn](C)(C)C. (9) Given the product [CH2:1]([O:8][C:9]1[CH:18]=[C:17]2[C:12]([C:13]([NH:30][CH2:31][CH2:32][CH2:33][NH:34][C:35](=[O:41])[O:36][C:37]([CH3:39])([CH3:38])[CH3:40])=[C:14]([N+:19]([O-:21])=[O:20])[CH:15]=[N:16]2)=[CH:11][CH:10]=1)[C:2]1[CH:7]=[CH:6][CH:5]=[CH:4][CH:3]=1, predict the reactants needed to synthesize it. The reactants are: [CH2:1]([O:8][C:9]1[CH:18]=[C:17]2[C:12]([C:13](Cl)=[C:14]([N+:19]([O-:21])=[O:20])[CH:15]=[N:16]2)=[CH:11][CH:10]=1)[C:2]1[CH:7]=[CH:6][CH:5]=[CH:4][CH:3]=1.C(N(CC)CC)C.[NH2:30][CH2:31][CH2:32][CH2:33][NH:34][C:35](=[O:41])[O:36][C:37]([CH3:40])([CH3:39])[CH3:38].